Dataset: Full USPTO retrosynthesis dataset with 1.9M reactions from patents (1976-2016). Task: Predict the reactants needed to synthesize the given product. (1) The reactants are: C([O:3][C:4](=[O:13])[CH2:5][C:6]1[S:7][C:8]([CH2:11][CH3:12])=[N:9][N:10]=1)C.[OH-].[Na+].Cl. Given the product [CH2:11]([C:8]1[S:7][C:6]([CH2:5][C:4]([OH:13])=[O:3])=[N:10][N:9]=1)[CH3:12], predict the reactants needed to synthesize it. (2) Given the product [OH:1][C:2]1[C:3]([C:17](=[N:21][NH:20][C:22]([NH:24][C:25]2[CH:33]=[CH:32][C:28]([C:29]([OH:31])=[O:30])=[CH:27][CH:26]=2)=[S:23])[CH3:18])=[N:4][N:5]([CH3:16])[C:6]=1[C:7]1[CH:12]=[CH:11][C:10]([CH2:13][CH2:14][CH3:15])=[CH:9][CH:8]=1, predict the reactants needed to synthesize it. The reactants are: [OH:1][C:2]1[C:3]([C:17](=O)[CH3:18])=[N:4][N:5]([CH3:16])[C:6]=1[C:7]1[CH:12]=[CH:11][C:10]([CH2:13][CH2:14][CH3:15])=[CH:9][CH:8]=1.[NH:20]([C:22]([NH:24][C:25]1[CH:33]=[CH:32][C:28]([C:29]([OH:31])=[O:30])=[CH:27][CH:26]=1)=[S:23])[NH2:21].CN(C)C=O. (3) Given the product [NH:7]1[C:15]2[C:10](=[CH:11][CH:12]=[CH:13][CH:14]=2)[CH:9]=[C:8]1[CH2:16][OH:17], predict the reactants needed to synthesize it. The reactants are: [H-].[Al+3].[Li+].[H-].[H-].[H-].[NH:7]1[C:15]2[C:10](=[CH:11][CH:12]=[CH:13][CH:14]=2)[CH:9]=[C:8]1[C:16](OCC)=[O:17]. (4) Given the product [CH3:14][C@H:9]1[CH2:10][O:11][CH2:12][CH2:13][N:8]1[C:6]1[CH:5]=[C:4]([CH2:15][S:16]([CH3:19])(=[O:18])=[O:17])[N:3]=[C:2]([C:29]2[CH:30]=[CH:31][C:32]([NH2:35])=[N:33][CH:34]=2)[N:7]=1, predict the reactants needed to synthesize it. The reactants are: Cl[C:2]1[N:7]=[C:6]([N:8]2[CH2:13][CH2:12][O:11][CH2:10][C@@H:9]2[CH3:14])[CH:5]=[C:4]([CH2:15][S:16]([CH3:19])(=[O:18])=[O:17])[N:3]=1.O.CC1(C)C(C)(C)OB([C:29]2[CH:30]=[CH:31][C:32]([NH2:35])=[N:33][CH:34]=2)O1.C(=O)([O-])[O-].[Na+].[Na+]. (5) Given the product [CH2:1]1[O:24][C:23]2[CH:22]=[CH:21][C:5]([CH2:6][CH:7]3[C:16]4[C:11](=[CH:12][C:13]([O:19][CH3:20])=[C:14]([O:17][CH3:18])[CH:15]=4)[CH2:10][CH2:9][N:8]3[CH2:26][C:27]([NH:36][CH2:35][C:34]3[CH:37]=[CH:38][CH:39]=[CH:40][C:33]=3[O:32][CH2:30][CH3:31])=[O:28])=[CH:4][C:3]=2[O:2]1, predict the reactants needed to synthesize it. The reactants are: [CH2:1]1[O:24][C:23]2[CH:22]=[CH:21][C:5]([CH2:6][CH:7]3[C:16]4[C:11](=[CH:12][C:13]([O:19][CH3:20])=[C:14]([O:17][CH3:18])[CH:15]=4)[CH2:10][CH2:9][NH:8]3)=[CH:4][C:3]=2[O:2]1.Br[CH2:26][C:27](Br)=[O:28].[CH2:30]([O:32][C:33]1[CH:40]=[CH:39][CH:38]=[CH:37][C:34]=1[CH2:35][NH2:36])[CH3:31].